From a dataset of Forward reaction prediction with 1.9M reactions from USPTO patents (1976-2016). Predict the product of the given reaction. (1) Given the reactants I[C:2]1[CH:3]=[N:4][N:5]2[CH:10]=[C:9]([C:11]3[CH:12]=[N:13][N:14]([CH3:16])[CH:15]=3)[CH:8]=[C:7]([O:17][CH3:18])[C:6]=12.[CH3:19][Si:20]([C:23]#[CH:24])([CH3:22])[CH3:21].C(N(CC)CC)C.[Al], predict the reaction product. The product is: [CH3:18][O:17][C:7]1[C:6]2[N:5]([N:4]=[CH:3][C:2]=2[C:24]#[C:23][Si:20]([CH3:22])([CH3:21])[CH3:19])[CH:10]=[C:9]([C:11]2[CH:12]=[N:13][N:14]([CH3:16])[CH:15]=2)[CH:8]=1. (2) Given the reactants [C:1]1([B-:7]([C:20]2[CH:25]=[CH:24][CH:23]=[CH:22][CH:21]=2)([C:14]2[CH:19]=[CH:18][CH:17]=[CH:16][CH:15]=2)[C:8]2[CH:13]=[CH:12][CH:11]=[CH:10][CH:9]=2)[CH:6]=[CH:5][CH:4]=[CH:3][CH:2]=1.[Na+].[Cl-].[CH2:28]1[N+:31]2([CH2:35][CH2:34][CH2:33][CH2:32]2)[CH2:30][CH2:29]1, predict the reaction product. The product is: [C:20]1([B-:7]([C:1]2[CH:2]=[CH:3][CH:4]=[CH:5][CH:6]=2)([C:8]2[CH:9]=[CH:10][CH:11]=[CH:12][CH:13]=2)[C:14]2[CH:19]=[CH:18][CH:17]=[CH:16][CH:15]=2)[CH:21]=[CH:22][CH:23]=[CH:24][CH:25]=1.[CH2:30]1[N+:31]2([CH2:35][CH2:34][CH2:33][CH2:32]2)[CH2:28][CH2:29]1. (3) Given the reactants [CH3:1][N:2]1[CH2:10][C:9]2[C:4](=[CH:5][CH:6]=[C:7]([C:11]3[S:12][C:13]([C:16]4[CH:21]=[C:20]([N+:22]([O-])=O)[CH:19]=[CH:18][C:17]=4[CH3:25])=[CH:14][CH:15]=3)[CH:8]=2)[C:3]1=[O:26].[H][H], predict the reaction product. The product is: [NH2:22][C:20]1[CH:19]=[CH:18][C:17]([CH3:25])=[C:16]([C:13]2[S:12][C:11]([C:7]3[CH:8]=[C:9]4[C:4](=[CH:5][CH:6]=3)[C:3](=[O:26])[N:2]([CH3:1])[CH2:10]4)=[CH:15][CH:14]=2)[CH:21]=1. (4) Given the reactants [Cl:1][C:2]1[CH:3]=[C:4]([NH:9][C:10]2[C:19]3[C:14](=[CH:15][C:16]([O:23][CH2:24][C:25]([F:28])([F:27])[F:26])=[C:17]([N+:20]([O-])=O)[CH:18]=3)[N:13]=[CH:12][N:11]=2)[CH:5]=[CH:6][C:7]=1[F:8].Cl.[OH-].[Na+], predict the reaction product. The product is: [Cl:1][C:2]1[CH:3]=[C:4]([NH:9][C:10]2[C:19]3[C:14](=[CH:15][C:16]([O:23][CH2:24][C:25]([F:28])([F:26])[F:27])=[C:17]([NH2:20])[CH:18]=3)[N:13]=[CH:12][N:11]=2)[CH:5]=[CH:6][C:7]=1[F:8]. (5) Given the reactants [NH:1]1[C:5]2[CH:6]=[CH:7][CH:8]=[CH:9][C:4]=2[N:3]=[N:2]1.[OH-].[Na+].[N+]([O-])([O-])=O.[Ag+:16], predict the reaction product. The product is: [NH:1]1[C:5]2[CH:6]=[CH:7][CH:8]=[CH:9][C:4]=2[N:3]=[N:2]1.[Ag:16].